Dataset: HIV replication inhibition screening data with 41,000+ compounds from the AIDS Antiviral Screen. Task: Binary Classification. Given a drug SMILES string, predict its activity (active/inactive) in a high-throughput screening assay against a specified biological target. (1) The molecule is C[N+](C)(C)CCC(=O)N1CC(=Cc2ccccc2)C(=O)C(=Cc2ccccc2)C1.[Br-]. The result is 0 (inactive). (2) The drug is COc1ccc(N(c2ccc(C#N)cc2)c2ccc(C#N)cc2)cc1. The result is 0 (inactive).